This data is from Reaction yield outcomes from USPTO patents with 853,638 reactions. The task is: Predict the reaction yield, written as a fraction of the theoretical maximum amount of product (1.0 means a 100% yield; for example, 0.34 means a 34% yield). The reactants are Br[C:2]1[C:3]([Cl:9])=[N:4][C:5]([Cl:8])=[N:6][CH:7]=1.N1(C=O)CC[O:13][CH2:12]C1.Cl.CCOCC. The catalyst is C1COCC1. The product is [Cl:8][C:5]1[N:4]=[C:3]([Cl:9])[C:2]([CH:12]=[O:13])=[CH:7][N:6]=1. The yield is 0.710.